This data is from Catalyst prediction with 721,799 reactions and 888 catalyst types from USPTO. The task is: Predict which catalyst facilitates the given reaction. (1) Reactant: Br[C:2]1[CH:7]=[C:6]([C:8]([N:10]2[CH2:14][CH2:13][CH2:12][CH2:11]2)=[O:9])[CH:5]=[CH:4][N:3]=1.C([Sn](CCCC)(CCCC)[C:20]1[S:21][CH:22]=[CH:23][CH:24]=1)CCC. Product: [S:21]1[CH:22]=[CH:23][CH:24]=[C:20]1[C:2]1[CH:7]=[C:6]([C:8]([N:10]2[CH2:14][CH2:13][CH2:12][CH2:11]2)=[O:9])[CH:5]=[CH:4][N:3]=1. The catalyst class is: 109. (2) Reactant: C([N:4]([C:8]1[C:13](Br)=[CH:12][CH:11]=[CH:10][N:9]=1)C(=O)C)(=O)C.N1CCC[C@H]1C(O)=O.C(=O)([O-])[O-].[Cs+].[Cs+].[C:29]([O:35][C:36]([CH3:39])([CH3:38])[CH3:37])(=[O:34])[CH2:30][C:31]([CH3:33])=O. Product: [CH3:33][C:31]1[NH:4][C:8]2=[N:9][CH:10]=[CH:11][CH:12]=[C:13]2[C:30]=1[C:29]([O:35][C:36]([CH3:39])([CH3:38])[CH3:37])=[O:34]. The catalyst class is: 321.